This data is from Catalyst prediction with 721,799 reactions and 888 catalyst types from USPTO. The task is: Predict which catalyst facilitates the given reaction. (1) Reactant: [NH2:1][C:2]1[CH:3]=[C:4]2[C:8](=[CH:9][CH:10]=1)[NH:7][CH:6]=[C:5]2[C:11]1[CH2:16][CH2:15][CH:14]([N:17]([CH3:25])[C:18](=[O:24])[O:19][C:20]([CH3:23])([CH3:22])[CH3:21])[CH2:13][CH:12]=1.I.[S:27]1[CH:31]=[CH:30][CH:29]=[C:28]1[C:32](SC)=[NH:33]. Product: [CH3:25][N:17]([CH:14]1[CH2:15][CH2:16][C:11]([C:5]2[C:4]3[C:8](=[CH:9][CH:10]=[C:2]([NH:1][C:32]([C:28]4[S:27][CH:31]=[CH:30][CH:29]=4)=[NH:33])[CH:3]=3)[NH:7][CH:6]=2)=[CH:12][CH2:13]1)[C:18](=[O:24])[O:19][C:20]([CH3:21])([CH3:22])[CH3:23]. The catalyst class is: 14. (2) Reactant: [CH2:1]([N:8]1[C:12]2[N:13]=[N:14][N:15]=[C:16](N3C=NC=N3)[C:11]=2[C:10]([C:22]#[N:23])=[CH:9]1)[C:2]1[CH:7]=[CH:6][CH:5]=[CH:4][CH:3]=1.C(=O)([O-])[O-:25].[K+].[K+]. Product: [CH2:1]([N:8]1[C:12]2[N:13]=[N:14][N:15]=[C:16]([OH:25])[C:11]=2[C:10]([C:22]#[N:23])=[CH:9]1)[C:2]1[CH:7]=[CH:6][CH:5]=[CH:4][CH:3]=1. The catalyst class is: 149. (3) Reactant: [OH-].[Na+].[CH:3]1([NH:9][C:10]2[C:15]([C:16]([O:18]CC)=[O:17])=[CH:14][N:13]=[C:12]3[N:21]([CH2:24][CH3:25])[N:22]=[CH:23][C:11]=23)[CH2:8][CH2:7][CH2:6][CH2:5][CH2:4]1.O. Product: [CH:3]1([NH:9][C:10]2[C:15]([C:16]([OH:18])=[O:17])=[CH:14][N:13]=[C:12]3[N:21]([CH2:24][CH3:25])[N:22]=[CH:23][C:11]=23)[CH2:4][CH2:5][CH2:6][CH2:7][CH2:8]1. The catalyst class is: 8. (4) Reactant: [CH2:1]([C@H:8]1[N:13]([C:14]([C:16]2[N:17]=[CH:18][N:19]([CH:27]3[CH2:32][CH2:31][CH2:30][NH:29][CH2:28]3)[C:20]=2[C:21]2[CH:26]=[CH:25][CH:24]=[CH:23][CH:22]=2)=[O:15])[CH2:12][CH2:11][N:10]([C:33]([O:35][C:36]([CH3:39])([CH3:38])[CH3:37])=[O:34])[CH2:9]1)[C:2]1[CH:7]=[CH:6][CH:5]=[CH:4][CH:3]=1.C(=O)([O-])[O-].[K+].[K+].Br[CH2:47][CH:48]1[CH2:50][CH2:49]1. Product: [CH2:1]([C@H:8]1[N:13]([C:14]([C:16]2[N:17]=[CH:18][N:19]([CH:27]3[CH2:32][CH2:31][CH2:30][N:29]([CH2:47][CH:48]4[CH2:50][CH2:49]4)[CH2:28]3)[C:20]=2[C:21]2[CH:26]=[CH:25][CH:24]=[CH:23][CH:22]=2)=[O:15])[CH2:12][CH2:11][N:10]([C:33]([O:35][C:36]([CH3:39])([CH3:38])[CH3:37])=[O:34])[CH2:9]1)[C:2]1[CH:7]=[CH:6][CH:5]=[CH:4][CH:3]=1. The catalyst class is: 3. (5) Reactant: Cl[C:2]1[N:7]=[C:6]([NH:8][C:9]2[N:14]=[CH:13][C:12]3[N:15]=[CH:16][N:17]([CH:18]([CH3:20])[CH3:19])[C:11]=3[CH:10]=2)[CH:5]=[CH:4][N:3]=1.Cl.[CH3:22][O:23][CH:24]1[CH2:27][NH:26][CH2:25]1.C([O-])([O-])=O.[Cs+].[Cs+]. Product: [CH:18]([N:17]1[C:11]2[CH:10]=[C:9]([NH:8][C:6]3[CH:5]=[CH:4][N:3]=[C:2]([N:26]4[CH2:27][CH:24]([O:23][CH3:22])[CH2:25]4)[N:7]=3)[N:14]=[CH:13][C:12]=2[N:15]=[CH:16]1)([CH3:20])[CH3:19]. The catalyst class is: 32.